From a dataset of Catalyst prediction with 721,799 reactions and 888 catalyst types from USPTO. Predict which catalyst facilitates the given reaction. (1) Reactant: [C:1]([O:5][C:6]([N:8]1[CH2:13][CH2:12][CH:11]([N:14]2[CH2:18][CH2:17][C@@H:16]([CH2:19][C:20]3[C:25]([Cl:26])=[CH:24][C:23]([C:27]4[CH:32]=[CH:31][C:30]([C:33]([O:35]C)=[O:34])=[CH:29][CH:28]=4)=[CH:22][C:21]=3[Cl:37])[C:15]2=[O:38])[CH2:10][CH2:9]1)=[O:7])([CH3:4])([CH3:3])[CH3:2].[Li+].[OH-]. Product: [C:1]([O:5][C:6]([N:8]1[CH2:13][CH2:12][CH:11]([N:14]2[CH2:18][CH2:17][C@@H:16]([CH2:19][C:20]3[C:21]([Cl:37])=[CH:22][C:23]([C:27]4[CH:28]=[CH:29][C:30]([C:33]([OH:35])=[O:34])=[CH:31][CH:32]=4)=[CH:24][C:25]=3[Cl:26])[C:15]2=[O:38])[CH2:10][CH2:9]1)=[O:7])([CH3:4])([CH3:2])[CH3:3]. The catalyst class is: 1. (2) Reactant: [C:1]1(=[O:7])[O:6][C:4](=O)[CH:3]=[CH:2]1.[NH2:8][C:9]1[CH:17]=[CH:16][C:12]([C:13]([OH:15])=[O:14])=[CH:11][CH:10]=1.C(OC(=O)C)(=O)C. Product: [C:13]([C:12]1[CH:16]=[CH:17][C:9]([N:8]2[C:1](=[O:7])[CH:2]=[CH:3][C:4]2=[O:6])=[CH:10][CH:11]=1)([OH:15])=[O:14]. The catalyst class is: 86. (3) Reactant: [CH2:1]([N:8]1[C:16]2[C:11](=[CH:12][C:13]([NH:17][C:18]3[CH:27]=[CH:26][C:25]([CH3:28])=[CH:24][C:19]=3[C:20]([O:22]C)=[O:21])=[CH:14][CH:15]=2)[CH:10]=[CH:9]1)[C:2]1[CH:7]=[CH:6][CH:5]=[CH:4][CH:3]=1.[OH-].[Na+]. Product: [CH2:1]([N:8]1[C:16]2[C:11](=[CH:12][C:13]([NH:17][C:18]3[CH:27]=[CH:26][C:25]([CH3:28])=[CH:24][C:19]=3[C:20]([OH:22])=[O:21])=[CH:14][CH:15]=2)[CH:10]=[CH:9]1)[C:2]1[CH:3]=[CH:4][CH:5]=[CH:6][CH:7]=1. The catalyst class is: 111. (4) Reactant: [Cl:1][C:2]1[CH:10]=[C:9]([C:11]([NH:13][CH:14]([C:16]2[NH:20][C:19]3[CH:21]=[CH:22][C:23]([Cl:25])=[CH:24][C:18]=3[N:17]=2)[CH3:15])=[O:12])[CH:8]=[CH:7][C:3]=1[C:4]([OH:6])=O.[N:26]1[CH:31]=[CH:30][C:29]([CH:32]2[CH2:36][CH2:35][CH2:34][NH:33]2)=[CH:28][CH:27]=1.C(N(C(C)C)CC)(C)C.ClCl. Product: [Cl:1][C:2]1[CH:10]=[C:9]([CH:8]=[CH:7][C:3]=1[C:4]([N:33]1[CH2:34][CH2:35][CH2:36][CH:32]1[C:29]1[CH:28]=[CH:27][N:26]=[CH:31][CH:30]=1)=[O:6])[C:11]([NH:13][CH:14]([C:16]1[NH:20][C:19]2[CH:21]=[CH:22][C:23]([Cl:25])=[CH:24][C:18]=2[N:17]=1)[CH3:15])=[O:12]. The catalyst class is: 16. (5) The catalyst class is: 21. Product: [CH:32]1([NH:38][C:39]([NH:21][S:20]([C:17]2[CH:18]=[CH:19][C:14]([CH2:13][CH2:12][NH:11][C:9](=[O:10])[CH2:8][O:7][CH2:6][C:5]3[CH:4]=[CH:3][C:2]([F:1])=[CH:25][CH:24]=3)=[CH:15][CH:16]=2)(=[O:23])=[O:22])=[O:40])[CH2:37][CH2:36][CH2:35][CH2:34][CH2:33]1. Reactant: [F:1][C:2]1[CH:25]=[CH:24][C:5]([CH2:6][O:7][CH2:8][C:9]([NH:11][CH2:12][CH2:13][C:14]2[CH:19]=[CH:18][C:17]([S:20](=[O:23])(=[O:22])[NH2:21])=[CH:16][CH:15]=2)=[O:10])=[CH:4][CH:3]=1.C([O-])([O-])=O.[K+].[K+].[CH:32]1([N:38]=[C:39]=[O:40])[CH2:37][CH2:36][CH2:35][CH2:34][CH2:33]1. (6) Reactant: C([N:14]1[CH2:17][CH:16]([N:18]2[CH2:23][C@H:22]([CH3:24])[O:21][C@H:20]([CH3:25])[CH2:19]2)[CH2:15]1)(C1C=CC=CC=1)C1C=CC=CC=1.[ClH:26]. Product: [ClH:26].[NH:14]1[CH2:17][CH:16]([N:18]2[CH2:23][C@H:22]([CH3:24])[O:21][C@H:20]([CH3:25])[CH2:19]2)[CH2:15]1. The catalyst class is: 293.